From a dataset of Full USPTO retrosynthesis dataset with 1.9M reactions from patents (1976-2016). Predict the reactants needed to synthesize the given product. (1) Given the product [Cl:1][C:2]1[CH:9]=[CH:8][C:5](/[CH:6]=[N:15]/[NH:16][C:17](=[NH:18])[NH2:19])=[CH:4][CH:3]=1, predict the reactants needed to synthesize it. The reactants are: [Cl:1][C:2]1[CH:9]=[CH:8][C:5]([CH:6]=O)=[CH:4][CH:3]=1.Cl.C(=O)(O)O.[NH2:15][NH:16][C:17]([NH2:19])=[NH:18].[OH-].[K+]. (2) The reactants are: [H-].[Na+].Cl[CH2:4][CH2:5][O:6][CH2:7][C:8]1[C:13]([C:14]([C:16]2[C:17](=[O:25])[CH:18]3[CH2:24][CH:21]([C:22]=2[OH:23])[CH2:20][CH2:19]3)=[O:15])=[CH:12][CH:11]=[C:10]([C:26]([F:29])([F:28])[F:27])[N:9]=1.[CH3:30][C:31]1[S:35][C:34](=[O:36])[NH:33][N:32]=1.O. Given the product [OH:23][C:22]1[CH:21]2[CH2:24][CH:18]([C:17](=[O:25])[C:16]=1[C:14]([C:13]1[C:8]([CH2:7][O:6][CH2:5][CH2:4][N:33]3[N:32]=[C:31]([CH3:30])[S:35][C:34]3=[O:36])=[N:9][C:10]([C:26]([F:29])([F:28])[F:27])=[CH:11][CH:12]=1)=[O:15])[CH2:19][CH2:20]2, predict the reactants needed to synthesize it. (3) Given the product [F:20][C:17]([F:18])([F:19])[C:12]([C:3]1[CH:4]=[CH:5][C:6]2[C:11](=[CH:10][CH:9]=[CH:8][CH:7]=2)[C:2]=1[NH:1][C:27](=[O:28])[C:26]1[CH:30]=[CH:31][CH:32]=[C:24]([C:23]([F:22])([F:33])[F:34])[CH:25]=1)([OH:21])[C:13]([F:14])([F:15])[F:16], predict the reactants needed to synthesize it. The reactants are: [NH2:1][C:2]1[C:11]2[C:6](=[CH:7][CH:8]=[CH:9][CH:10]=2)[CH:5]=[CH:4][C:3]=1[C:12]([OH:21])([C:17]([F:20])([F:19])[F:18])[C:13]([F:16])([F:15])[F:14].[F:22][C:23]([F:34])([F:33])[C:24]1[CH:25]=[C:26]([CH:30]=[CH:31][CH:32]=1)[C:27](Cl)=[O:28]. (4) Given the product [Cl:8][C:9]1[CH:10]=[C:11]([NH:23][C:24]2[C:33]3[C:28](=[CH:29][CH:30]=[CH:31][C:32]=3[O:34][CH2:35][C@H:36]3[CH2:40][CH2:39][CH2:38][N:37]3[C:5]([C:2]3([OH:1])[CH2:4][CH2:3]3)=[O:7])[N:27]=[CH:26][N:25]=2)[CH:12]=[CH:13][C:14]=1[O:15][CH2:16][C:17]1[CH:22]=[CH:21][CH:20]=[CH:19][N:18]=1, predict the reactants needed to synthesize it. The reactants are: [OH:1][C:2]1([C:5]([OH:7])=O)[CH2:4][CH2:3]1.[Cl:8][C:9]1[CH:10]=[C:11]([NH:23][C:24]2[C:33]3[C:28](=[CH:29][CH:30]=[CH:31][C:32]=3[O:34][CH2:35][C@H:36]3[CH2:40][CH2:39][CH2:38][NH:37]3)[N:27]=[CH:26][N:25]=2)[CH:12]=[CH:13][C:14]=1[O:15][CH2:16][C:17]1[CH:22]=[CH:21][CH:20]=[CH:19][N:18]=1. (5) Given the product [CH2:1]([O:8][C:9]1[CH:10]=[CH:11][C:12]([O:19][CH:20]([CH3:24])[CH2:21][O:22][CH3:23])=[C:13]([CH:18]=1)[C:14]([OH:16])=[O:15])[C:2]1[CH:7]=[CH:6][CH:5]=[CH:4][CH:3]=1, predict the reactants needed to synthesize it. The reactants are: [CH2:1]([O:8][C:9]1[CH:10]=[CH:11][C:12]([O:19][CH:20]([CH3:24])[CH2:21][O:22][CH3:23])=[C:13]([CH:18]=1)[C:14]([O:16]C)=[O:15])[C:2]1[CH:7]=[CH:6][CH:5]=[CH:4][CH:3]=1.[OH-].[Na+].C1COCC1. (6) Given the product [F:30][C:27]1[CH:26]=[N:25][C:24]([C:3]2[C:2]([CH3:1])=[CH:11][CH:10]=[CH:9][C:4]=2[C:5]([O:7][CH3:8])=[O:6])=[N:29][CH:28]=1, predict the reactants needed to synthesize it. The reactants are: [CH3:1][C:2]1[C:3](B2OC(C)(C)C(C)(C)O2)=[C:4]([CH:9]=[CH:10][CH:11]=1)[C:5]([O:7][CH3:8])=[O:6].N#N.Cl[C:24]1[N:29]=[CH:28][C:27]([F:30])=[CH:26][N:25]=1.C([O-])([O-])=O.[Na+].[Na+]. (7) The reactants are: [C:1]([O:5][C:6]([NH:8][CH2:9][C@H:10]1[CH2:15][CH2:14][C@H:13]([C:16]([NH:18][C@H:19]([C:37](=[O:49])[NH:38][C:39]2[CH:47]=[C:46]3[C:42]([C:43](=[O:48])[NH:44][NH:45]3)=[CH:41][CH:40]=2)[CH2:20][C:21]2[CH:26]=[CH:25][C:24]([C:27]3[CH:32]=[CH:31][C:30]([C:33](O)=[O:34])=[CH:29][C:28]=3[CH3:36])=[CH:23][CH:22]=2)=[O:17])[CH2:12][CH2:11]1)=[O:7])([CH3:4])([CH3:3])[CH3:2].[CH3:50][O:51][CH2:52][CH2:53][O:54][CH2:55][CH2:56][O:57][CH2:58][CH2:59][O:60][CH2:61][CH2:62][NH2:63].F[P-](F)(F)(F)(F)F.CN(C(ON1C2=NC=CC=C2N=N1)=[N+](C)C)C.C(N(CC)C(C)C)(C)C. Given the product [CH3:36][C:28]1[CH:29]=[C:30]([C:33](=[O:34])[NH:63][CH2:62][CH2:61][O:60][CH2:59][CH2:58][O:57][CH2:56][CH2:55][O:54][CH2:53][CH2:52][O:51][CH3:50])[CH:31]=[CH:32][C:27]=1[C:24]1[CH:25]=[CH:26][C:21]([CH2:20][C@H:19]([NH:18][C:16]([C@H:13]2[CH2:12][CH2:11][C@H:10]([CH2:9][NH:8][C:6](=[O:7])[O:5][C:1]([CH3:3])([CH3:2])[CH3:4])[CH2:15][CH2:14]2)=[O:17])[C:37](=[O:49])[NH:38][C:39]2[CH:47]=[C:46]3[C:42]([C:43](=[O:48])[NH:44][NH:45]3)=[CH:41][CH:40]=2)=[CH:22][CH:23]=1, predict the reactants needed to synthesize it.